From a dataset of Forward reaction prediction with 1.9M reactions from USPTO patents (1976-2016). Predict the product of the given reaction. (1) The product is: [ClH:25].[F:1][C:2]1[CH:3]=[CH:4][C:5]([C:21]([F:24])([F:22])[F:23])=[C:6]([C:8]2[CH2:13][CH2:12][NH:11][CH2:10][CH:9]=2)[CH:7]=1. Given the reactants [F:1][C:2]1[CH:3]=[CH:4][C:5]([C:21]([F:24])([F:23])[F:22])=[C:6]([C:8]2[CH2:13][CH2:12][N:11](C(OC(C)(C)C)=O)[CH2:10][CH:9]=2)[CH:7]=1.[ClH:25], predict the reaction product. (2) Given the reactants [NH2:1][C:2]1[CH:30]=[CH:29][C:5]([CH2:6][C@@H:7]([C:26]([OH:28])=[O:27])[NH:8]C(OCC2C3C=CC=CC=3C3C2=CC=CC=3)=O)=[CH:4][CH:3]=1.[CH3:31][C:32]1[CH:37]=[C:36]([CH3:38])[CH:35]=[C:34]([CH3:39])[C:33]=1[S:40](Cl)(=[O:42])=[O:41], predict the reaction product. The product is: [CH3:31][C:32]1[CH:37]=[C:36]([CH3:38])[CH:35]=[C:34]([CH3:39])[C:33]=1[S:40]([NH:1][C:2]1[CH:3]=[CH:4][C:5]([CH2:6][C@@H:7]([C:26]([OH:28])=[O:27])[NH2:8])=[CH:29][CH:30]=1)(=[O:41])=[O:42]. (3) Given the reactants O=C1C2C(=CC=CC=2)C(=O)[N:3]1[CH2:12][C:13]1[C:14]([CH2:31][CH2:32][CH2:33][CH2:34][C:35]([O:37][CH2:38][CH3:39])=[O:36])=[C:15]([C:24]2[CH:25]=[N:26][CH:27]=[C:28]([CH3:30])[CH:29]=2)[C:16]2[N:17]([C:19]([CH2:22][CH3:23])=[CH:20][CH:21]=2)[N:18]=1.O.NN, predict the reaction product. The product is: [NH2:3][CH2:12][C:13]1[C:14]([CH2:31][CH2:32][CH2:33][CH2:34][C:35]([O:37][CH2:38][CH3:39])=[O:36])=[C:15]([C:24]2[CH:25]=[N:26][CH:27]=[C:28]([CH3:30])[CH:29]=2)[C:16]2[N:17]([C:19]([CH2:22][CH3:23])=[CH:20][CH:21]=2)[N:18]=1. (4) Given the reactants C(NC1SC2[O:12]C(CN3C=C(C4C=CC=CN=4)N=N3)C(O)C(O)C2N=1)C.[CH2:27]([NH:29][C:30]1[S:31][C@H:32]2[O:38][C@H:37]([CH2:39][OH:40])[C@@H:36]([OH:41])[C@H:35]([OH:42])[C@H:33]2[N:34]=1)[CH3:28].CC1(C)N([O])C(C)(C)CCC1.[Br-].[K+].Cl[O-].[Na+], predict the reaction product. The product is: [CH2:27]([NH:29][C:30]1[S:31][C@H:32]2[O:38][C@H:37]([C:39]([OH:12])=[O:40])[C@@H:36]([OH:41])[C@H:35]([OH:42])[C@H:33]2[N:34]=1)[CH3:28]. (5) Given the reactants [Cl:1][C:2]1[N:7]=[C:6](Cl)[CH:5]=[CH:4][N:3]=1.[C:9]([NH2:13])([CH3:12])([CH3:11])[CH3:10], predict the reaction product. The product is: [C:9]([NH:13][C:6]1[CH:5]=[CH:4][N:3]=[C:2]([Cl:1])[N:7]=1)([CH3:12])([CH3:11])[CH3:10]. (6) Given the reactants [CH2:1]([O:3][C:4](=[O:18])[CH2:5][C:6]([C:8]1[CH:17]=[CH:16][C:15]2[C:10](=[CH:11][CH:12]=[CH:13][CH:14]=2)[CH:9]=1)=[O:7])[CH3:2].[CH:19](OCC)(OCC)[O:20][CH2:21][CH3:22].C(OC(=O)C)(=O)C, predict the reaction product. The product is: [CH2:1]([O:3][C:4](=[O:18])[C:5]([C:6]([C:8]1[CH:17]=[CH:16][C:15]2[C:10](=[CH:11][CH:12]=[CH:13][CH:14]=2)[CH:9]=1)=[O:7])=[CH:19][O:20][CH2:21][CH3:22])[CH3:2]. (7) Given the reactants C(O)(=O)C.C(O)(=O)C.I(C1C=CC=CC=1)=O.[CH3:17][S:18][C:19]1[CH:24]=[CH:23][C:22]([N+:25]([O-:27])=[O:26])=[CH:21][CH:20]=1.[N+:28]([C:31]1[CH:36]=[CH:35][C:34]([S:37]([NH2:40])(=[O:39])=[O:38])=[CH:33][CH:32]=1)([O-:30])=[O:29].[O-2].[Mg+2], predict the reaction product. The product is: [CH3:17][S:18]([C:19]1[CH:20]=[CH:21][C:22]([N+:25]([O-:27])=[O:26])=[CH:23][CH:24]=1)=[N:40][S:37]([C:34]1[CH:33]=[CH:32][C:31]([N+:28]([O-:30])=[O:29])=[CH:36][CH:35]=1)(=[O:39])=[O:38]. (8) Given the reactants [F:1][C:2]1[C:3]([N:12]2[N:16]=[CH:15][CH:14]=[N:13]2)=[C:4]([CH:8]=[CH:9][C:10]=1[F:11])[C:5]([OH:7])=O.[CH3:17][C@@H:18]1[CH2:23][CH2:22][CH2:21][NH:20][C@@H:19]1[CH2:24][N:25]1C(=O)C2C(=CC=CC=2)C1=O.Cl[C:37]1[CH:42]=[CH:41][C:40]([C:43]([F:46])([F:45])[F:44])=[CH:39][N:38]=1, predict the reaction product. The product is: [F:1][C:2]1[C:3]([N:12]2[N:16]=[CH:15][CH:14]=[N:13]2)=[C:4]([C:5]([N:20]2[CH2:21][CH2:22][CH2:23][C@@H:18]([CH3:17])[C@H:19]2[CH2:24][NH:25][C:37]2[CH:42]=[CH:41][C:40]([C:43]([F:46])([F:45])[F:44])=[CH:39][N:38]=2)=[O:7])[CH:8]=[CH:9][C:10]=1[F:11].